From a dataset of Full USPTO retrosynthesis dataset with 1.9M reactions from patents (1976-2016). Predict the reactants needed to synthesize the given product. (1) Given the product [C:14]([O:13][C:5]1[C:4]([CH2:1][CH:2]=[CH2:3])=[C:9]([N+:10]([O-:12])=[O:11])[CH:8]=[CH:7][CH:6]=1)(=[O:16])[CH3:15], predict the reactants needed to synthesize it. The reactants are: [CH2:1]([C:4]1[C:9]([N+:10]([O-:12])=[O:11])=[CH:8][CH:7]=[CH:6][C:5]=1[OH:13])[CH:2]=[CH2:3].[C:14](OC(=O)C)(=[O:16])[CH3:15]. (2) Given the product [O:26]1[CH2:31][CH2:30][CH:29]([NH:1][C@@H:2]2[CH2:9][C@H:5]3[O:6][CH2:7][CH2:8][C@@:4]3([C:10]([N:12]3[CH2:21][CH2:20][C:19]4[N:18]=[CH:17][C:16]([C:22]([F:25])([F:24])[F:23])=[CH:15][C:14]=4[CH2:13]3)=[O:11])[CH2:3]2)[CH2:28][CH2:27]1, predict the reactants needed to synthesize it. The reactants are: [NH2:1][C@@H:2]1[CH2:9][C@H:5]2[O:6][CH2:7][CH2:8][C@@:4]2([C:10]([N:12]2[CH2:21][CH2:20][C:19]3[N:18]=[CH:17][C:16]([C:22]([F:25])([F:24])[F:23])=[CH:15][C:14]=3[CH2:13]2)=[O:11])[CH2:3]1.[O:26]1[CH2:31][CH2:30][C:29](=O)[CH2:28][CH2:27]1. (3) Given the product [CH2:14]([C:16]1[C:23]([O:24][CH3:25])=[CH:22][C:21]([CH3:26])=[C:18]([CH2:19][OH:20])[C:17]=1[OH:27])[CH3:15], predict the reactants needed to synthesize it. The reactants are: BrC1C=C(CO)C(O)=C(C)C=1OC.[CH2:14]([C:16]1[C:17]([OH:27])=[C:18]([C:21]([CH3:26])=[CH:22][C:23]=1[O:24][CH3:25])[CH:19]=[O:20])[CH3:15].[BH4-].[Na+].C1COCC1. (4) The reactants are: [H-].[K+].[N+:3]([CH2:5][C:6]([O:8][CH2:9][CH3:10])=[O:7])#[C-:4].[C:11]([O:15][CH2:16][CH3:17])(=[O:14])[C:12]#[CH:13].Cl. Given the product [NH:3]1[CH:4]=[C:12]([C:11]([O:15][CH2:16][CH3:17])=[O:14])[CH:13]=[C:5]1[C:6]([O:8][CH2:9][CH3:10])=[O:7], predict the reactants needed to synthesize it. (5) Given the product [CH2:3]([C:4]1[CH:13]=[C:12]2[C:7]([CH:8]=[C:9]([NH:14][C:15]([CH:17]3[CH2:19][CH2:18]3)=[O:16])[N:10]=[CH:11]2)=[CH:6][CH:5]=1)[CH:2]([CH3:20])[CH3:1], predict the reactants needed to synthesize it. The reactants are: [CH3:1][C:2]([CH3:20])=[CH:3][C:4]1[CH:13]=[C:12]2[C:7]([CH:8]=[C:9]([NH:14][C:15]([CH:17]3[CH2:19][CH2:18]3)=[O:16])[N:10]=[CH:11]2)=[CH:6][CH:5]=1.C(OCC)(=O)C.C(O)C. (6) Given the product [Br:1][C:2]1[C:10]2[N:9]=[C:8]([CH2:11][F:12])[N:7]([CH2:17][C:18]3[CH:23]=[CH:22][CH:21]=[C:20]([Cl:24])[C:19]=3[CH3:25])[C:6]=2[CH:5]=[C:4]([N+:13]([O-:15])=[O:14])[CH:3]=1, predict the reactants needed to synthesize it. The reactants are: [Br:1][C:2]1[C:10]2[N:9]=[C:8]([CH2:11][F:12])[NH:7][C:6]=2[CH:5]=[C:4]([N+:13]([O-:15])=[O:14])[CH:3]=1.Br[CH2:17][C:18]1[CH:23]=[CH:22][CH:21]=[C:20]([Cl:24])[C:19]=1[CH3:25].C(=O)([O-])[O-].[K+].[K+].O.